Dataset: Reaction yield outcomes from USPTO patents with 853,638 reactions. Task: Predict the reaction yield, written as a fraction of the theoretical maximum amount of product (1.0 means a 100% yield; for example, 0.34 means a 34% yield). (1) The reactants are [CH:1](=O)[CH:2]([CH3:4])[CH3:3].[CH3:6][O:7][C:8](=[O:12])[CH2:9][C:10]#[N:11].[OH-].[NH4+].C(O)(=O)C. The catalyst is C1(C)C=CC=CC=1. The product is [CH3:6][O:7][C:8](=[O:12])[C:9]([C:10]#[N:11])=[CH:1][CH:2]([CH3:4])[CH3:3]. The yield is 0.900. (2) The reactants are [CH2:1]([C:3]1[N:4]([C:28]2[CH:33]=[CH:32][C:31]([OH:34])=[CH:30][CH:29]=2)[C:5](=[O:27])[C:6]([CH2:12][C:13]2[CH:18]=[CH:17][C:16]([C:19]3[C:20]([C:25]#[N:26])=[CH:21][CH:22]=[CH:23][CH:24]=3)=[CH:15][CH:14]=2)=[C:7]([CH2:9][CH2:10][CH3:11])[N:8]=1)[CH3:2].Br[C:36]1([C:41]([O:43][CH3:44])=[O:42])[CH2:40][CH2:39][CH2:38][CH2:37]1.C(=O)([O-])[O-].[Cs+].[Cs+]. The catalyst is CN(C)C(=O)C. The product is [C:25]([C:20]1[CH:21]=[CH:22][CH:23]=[CH:24][C:19]=1[C:16]1[CH:17]=[CH:18][C:13]([CH2:12][C:6]2[C:5](=[O:27])[N:4]([C:28]3[CH:33]=[CH:32][C:31]([O:34][C:36]4([C:41]([O:43][CH3:44])=[O:42])[CH2:40][CH2:39][CH2:38][CH2:37]4)=[CH:30][CH:29]=3)[C:3]([CH2:1][CH3:2])=[N:8][C:7]=2[CH2:9][CH2:10][CH3:11])=[CH:14][CH:15]=1)#[N:26]. The yield is 0.770.